This data is from Forward reaction prediction with 1.9M reactions from USPTO patents (1976-2016). The task is: Predict the product of the given reaction. (1) Given the reactants [F:1][C:2]1[C:3]([C:22]2[N:23]([CH:28]([CH3:30])[CH3:29])[C:24]([CH3:27])=[N:25][CH:26]=2)=[N:4][C:5]([NH:8][C:9]2[CH:21]=[CH:20][C:12]([C:13]([NH:15][CH2:16][CH2:17][NH:18][CH3:19])=[O:14])=[CH:11][CH:10]=2)=[N:6][CH:7]=1.CN(C)CCNC(=O)C1C=CC(NC2N=C(C3N(C(C)C)C(C)=NC=3)C([F:59])=CN=2)=CC=1, predict the reaction product. The product is: [F:59][C:20]1[CH:21]=[C:9]([NH:8][C:5]2[N:4]=[C:3]([C:22]3[N:23]([CH:28]([CH3:30])[CH3:29])[C:24]([CH3:27])=[N:25][CH:26]=3)[C:2]([F:1])=[CH:7][N:6]=2)[CH:10]=[CH:11][C:12]=1[C:13]([NH:15][CH2:16][CH2:17][NH:18][CH3:19])=[O:14]. (2) Given the reactants [F:1][C:2]([F:14])([F:13])[C:3]1[N:8]=[C:7]2[O:9][N:10]=[C:11]([OH:12])[C:6]2=[CH:5][CH:4]=1.[N:15]([CH2:18][CH2:19][CH2:20][CH2:21][CH2:22][CH3:23])=[C:16]=[O:17], predict the reaction product. The product is: [CH2:18]([NH:15][C:16]([N:10]1[C:11](=[O:12])[C:6]2[C:7](=[N:8][C:3]([C:2]([F:13])([F:1])[F:14])=[CH:4][CH:5]=2)[O:9]1)=[O:17])[CH2:19][CH2:20][CH2:21][CH2:22][CH3:23]. (3) Given the reactants Cl[C:2]1[CH:7]=[C:6]([N+:8]([O-:10])=[O:9])[CH:5]=[CH:4][N:3]=1.[NH:11]1[CH2:16][CH2:15][O:14][CH2:13][CH2:12]1, predict the reaction product. The product is: [N+:8]([C:6]1[CH:5]=[CH:4][N:3]=[C:2]([N:11]2[CH2:16][CH2:15][O:14][CH2:13][CH2:12]2)[CH:7]=1)([O-:10])=[O:9].